This data is from Experimentally validated miRNA-target interactions with 360,000+ pairs, plus equal number of negative samples. The task is: Binary Classification. Given a miRNA mature sequence and a target amino acid sequence, predict their likelihood of interaction. The miRNA is hsa-miR-3689b-3p with sequence CUGGGAGGUGUGAUAUUGUGGU. The protein sequence of the target gene is MKALIFAAAGLLLLLPTFCQSGMENDTNNLAKPTLPIKTFRGAPPNSFEEFPFSALEGWTGATITVKIKCPEESASHLHVKNATMGYLTSSLSTKLIPAIYLLVFVVGVPANAVTLWMLFFRTRSICTTVFYTNLAIADFLFCVTLPFKIAYHLNGNNWVFGEVLCRATTVIFYGNMYCSILLLACISINRYLAIVHPFTYRGLPKHTYALVTCGLVWATVFLYMLPFFILKQEYYLVQPDITTCHDVHNTCESSSPFQLYYFISLAFFGFLIPFVLIIYCYAAIIRTLNAYDHRWLWYV.... Result: 1 (interaction).